Dataset: Forward reaction prediction with 1.9M reactions from USPTO patents (1976-2016). Task: Predict the product of the given reaction. Given the reactants [F:1][C:2]1[CH:3]=[C:4]([CH:22]=[C:23]([F:25])[CH:24]=1)[CH2:5][C@H:6]1[CH2:11][C@H:10]([C:12]2[O:16][NH:15][C:14](=[O:17])[CH:13]=2)[CH2:9][CH2:8][N:7]1C(OC)=O.Br, predict the reaction product. The product is: [F:25][C:23]1[CH:22]=[C:4]([CH:3]=[C:2]([F:1])[CH:24]=1)[CH2:5][C@H:6]1[CH2:11][C@H:10]([C:12]2[O:16][NH:15][C:14](=[O:17])[CH:13]=2)[CH2:9][CH2:8][NH:7]1.